Dataset: Full USPTO retrosynthesis dataset with 1.9M reactions from patents (1976-2016). Task: Predict the reactants needed to synthesize the given product. (1) The reactants are: C[O:2][C:3]([C:5]1[S:9][N:8]=[N:7][C:6]=1[CH3:10])=[O:4].[OH-].[Na+].Cl. Given the product [CH3:10][C:6]1[N:7]=[N:8][S:9][C:5]=1[C:3]([OH:4])=[O:2], predict the reactants needed to synthesize it. (2) The reactants are: Br[C:2]1[C:10]2[O:9][C:8]([C:11]([N:13]([CH3:15])[CH3:14])=[O:12])=[CH:7][C:6]=2[CH:5]=[C:4]([O:16][CH3:17])[CH:3]=1.[N:18]1[CH:23]=[CH:22][CH:21]=[CH:20][C:19]=1[CH2:24][CH2:25][N:26]1[CH2:31][CH2:30][NH:29][CH2:28][CH2:27]1.C1(P(C2CCCCC2)C2C=CC=CC=2C2C(C(C)C)=CC(C(C)C)=CC=2C(C)C)CCCCC1.CC(C)([O-])C.[Na+]. Given the product [CH3:17][O:16][C:4]1[CH:3]=[C:2]([N:29]2[CH2:30][CH2:31][N:26]([CH2:25][CH2:24][C:19]3[CH:20]=[CH:21][CH:22]=[CH:23][N:18]=3)[CH2:27][CH2:28]2)[C:10]2[O:9][C:8]([C:11]([N:13]([CH3:15])[CH3:14])=[O:12])=[CH:7][C:6]=2[CH:5]=1, predict the reactants needed to synthesize it.